From a dataset of NCI-60 drug combinations with 297,098 pairs across 59 cell lines. Regression. Given two drug SMILES strings and cell line genomic features, predict the synergy score measuring deviation from expected non-interaction effect. (1) Cell line: TK-10. Drug 2: C1CN(P(=O)(OC1)NCCCl)CCCl. Drug 1: COC1=CC(=CC(=C1O)OC)C2C3C(COC3=O)C(C4=CC5=C(C=C24)OCO5)OC6C(C(C7C(O6)COC(O7)C8=CC=CS8)O)O. Synergy scores: CSS=3.20, Synergy_ZIP=-6.51, Synergy_Bliss=-5.65, Synergy_Loewe=-30.5, Synergy_HSA=-6.59. (2) Drug 1: CC1=C(C=C(C=C1)C(=O)NC2=CC(=CC(=C2)C(F)(F)F)N3C=C(N=C3)C)NC4=NC=CC(=N4)C5=CN=CC=C5. Drug 2: C1=CC=C(C=C1)NC(=O)CCCCCCC(=O)NO. Cell line: NCIH23. Synergy scores: CSS=-6.00, Synergy_ZIP=-0.668, Synergy_Bliss=5.78, Synergy_Loewe=-3.27, Synergy_HSA=-2.29. (3) Drug 1: C(CC(=O)O)C(=O)CN.Cl. Drug 2: C1CCC(C(C1)N)N.C(=O)(C(=O)[O-])[O-].[Pt+4]. Cell line: K-562. Synergy scores: CSS=27.2, Synergy_ZIP=-0.408, Synergy_Bliss=0.214, Synergy_Loewe=-44.6, Synergy_HSA=-0.524. (4) Drug 1: CC12CCC3C(C1CCC2O)C(CC4=C3C=CC(=C4)O)CCCCCCCCCS(=O)CCCC(C(F)(F)F)(F)F. Drug 2: CC(C)CN1C=NC2=C1C3=CC=CC=C3N=C2N. Cell line: MDA-MB-231. Synergy scores: CSS=-1.61, Synergy_ZIP=0.919, Synergy_Bliss=0.00896, Synergy_Loewe=-0.721, Synergy_HSA=-2.26. (5) Drug 2: CN(C(=O)NC(C=O)C(C(C(CO)O)O)O)N=O. Synergy scores: CSS=18.8, Synergy_ZIP=-7.18, Synergy_Bliss=0.175, Synergy_Loewe=-13.0, Synergy_HSA=0.110. Drug 1: C1=NC2=C(N1)C(=S)N=C(N2)N. Cell line: BT-549. (6) Drug 1: CN1CCC(CC1)COC2=C(C=C3C(=C2)N=CN=C3NC4=C(C=C(C=C4)Br)F)OC. Drug 2: CC1=C(C(=O)C2=C(C1=O)N3CC4C(C3(C2COC(=O)N)OC)N4)N. Cell line: U251. Synergy scores: CSS=31.7, Synergy_ZIP=0.974, Synergy_Bliss=2.19, Synergy_Loewe=-13.9, Synergy_HSA=2.51.